Dataset: hERG potassium channel inhibition data for cardiac toxicity prediction from Karim et al.. Task: Regression/Classification. Given a drug SMILES string, predict its toxicity properties. Task type varies by dataset: regression for continuous values (e.g., LD50, hERG inhibition percentage) or binary classification for toxic/non-toxic outcomes (e.g., AMES mutagenicity, cardiotoxicity, hepatotoxicity). Dataset: herg_karim. (1) The drug is O=C1N(CCN2C[C@H]3CC[C@@H]2C3)CCN1c1cccc(Cl)c1. The result is 0 (non-blocker). (2) The molecule is CC(=O)N(C)C1CCC(C(C(=O)N(C)C)C(N)C(=O)N2CCC(F)C2)CC1. The result is 0 (non-blocker). (3) The compound is C=Cc1c(CNC23CCC(CCc4c(F)cnc5ccc(OC)nc45)(CC2)OC3)nc2c(c1C)OCC(=O)N2. The result is 1 (blocker).